This data is from Reaction yield outcomes from USPTO patents with 853,638 reactions. The task is: Predict the reaction yield, written as a fraction of the theoretical maximum amount of product (1.0 means a 100% yield; for example, 0.34 means a 34% yield). (1) The reactants are F[C:2](F)(F)C(O)=O.[CH2:8]([S:10]([N:13]1[CH2:18][CH2:17][CH:16]([C:19]2[C:27]3[C:22](=[C:23]([C:39]([NH2:41])=[O:40])[CH:24]=[C:25]([C:28]4[N:29]=[C:30]([CH2:33][NH:34][CH2:35][CH:36](C)[CH3:37])[S:31][CH:32]=4)[CH:26]=3)[NH:21][CH:20]=2)[CH2:15][CH2:14]1)(=[O:12])=[O:11])[CH3:9].CC(C)CN. No catalyst specified. The product is [CH2:8]([S:10]([N:13]1[CH2:18][CH2:17][CH:16]([C:19]2[C:27]3[C:22](=[C:23]([C:39]([NH2:41])=[O:40])[CH:24]=[C:25]([C:28]4[N:29]=[C:30]([CH2:33][N:34]5[CH2:2][CH2:37][CH2:36][CH2:35]5)[S:31][CH:32]=4)[CH:26]=3)[NH:21][CH:20]=2)[CH2:15][CH2:14]1)(=[O:11])=[O:12])[CH3:9]. The yield is 0.500. (2) The reactants are [Br:1][C:2]1[CH:7]=[C:6]([C:8]#[N:9])[CH:5]=[C:4](Br)[C:3]=1[NH:11][C:12]([NH2:14])=[S:13].C([O-])([O-])=O.[Cs+].[Cs+].O. The catalyst is O1CCOCC1.[Cu]I. The product is [NH2:14][C:12]1[S:13][C:4]2[CH:5]=[C:6]([C:8]#[N:9])[CH:7]=[C:2]([Br:1])[C:3]=2[N:11]=1. The yield is 1.00. (3) The reactants are Cl.[CH2:2]([N:4]([CH2:19][CH3:20])[C:5](=[O:18])[C:6]1[CH:11]=[CH:10][CH:9]=[C:8]([CH:12]2[CH2:17][CH2:16][NH:15][CH2:14][CH2:13]2)[CH:7]=1)[CH3:3].[NH2:21][C:22]1[S:23][C:24]2[CH:33]=[CH:32][CH:31]=[CH:30][C:25]=2[C:26]=1[C:27](O)=[O:28]. No catalyst specified. The product is [NH2:21][C:22]1[S:23][C:24]2[CH:33]=[CH:32][CH:31]=[CH:30][C:25]=2[C:26]=1[C:27]([N:15]1[CH2:14][CH2:13][CH:12]([C:8]2[CH:7]=[C:6]([CH:11]=[CH:10][CH:9]=2)[C:5]([N:4]([CH2:2][CH3:3])[CH2:19][CH3:20])=[O:18])[CH2:17][CH2:16]1)=[O:28]. The yield is 0.762.